This data is from Forward reaction prediction with 1.9M reactions from USPTO patents (1976-2016). The task is: Predict the product of the given reaction. (1) The product is: [CH2:12]([O:19][C:20]1[CH:25]=[CH:24][CH:23]=[CH:22][C:21]=1[CH:32]([C:31]1[CH:34]=[CH:35][C:28]([Cl:27])=[CH:29][CH:30]=1)[OH:33])[C:13]1[CH:18]=[CH:17][CH:16]=[CH:15][CH:14]=1. Given the reactants CCCCCC.C([Li])CCC.[CH2:12]([O:19][C:20]1[CH:25]=[CH:24][CH:23]=[CH:22][C:21]=1Br)[C:13]1[CH:18]=[CH:17][CH:16]=[CH:15][CH:14]=1.[Cl:27][C:28]1[CH:35]=[CH:34][C:31]([CH:32]=[O:33])=[CH:30][CH:29]=1.O, predict the reaction product. (2) Given the reactants [CH2:1]([O:3][P:4]([C:9]1[CH:10]=[C:11]([C:15]2[CH:20]=[CH:19][CH:18]=[C:17]([CH3:21])[CH:16]=2)[CH:12]=[CH:13][CH:14]=1)([O:6][CH2:7][CH3:8])=[O:5])[CH3:2].C1C(=O)N([Br:29])C(=O)C1.C(OOC(=O)C1C=CC=CC=1)(=O)C1C=CC=CC=1, predict the reaction product. The product is: [Br:29][CH2:21][C:17]1[CH:16]=[C:15]([C:11]2[CH:12]=[CH:13][CH:14]=[C:9]([P:4]([O:3][CH2:1][CH3:2])([O:6][CH2:7][CH3:8])=[O:5])[CH:10]=2)[CH:20]=[CH:19][CH:18]=1. (3) Given the reactants [CH3:1][CH:2]([CH2:8][CH2:9][CH:10]=[CH2:11])[CH2:3][C@@H:4]([OH:7])[CH2:5][CH3:6].N1C=CC=CC=1.[C:18]1([CH3:28])[CH:23]=[CH:22][C:21]([S:24](Cl)(=[O:26])=[O:25])=[CH:20][CH:19]=1, predict the reaction product. The product is: [CH3:28][C:18]1[CH:23]=[CH:22][C:21]([S:24]([O:7][C@H:4]([CH2:3][CH:2]([CH3:1])[CH2:8][CH2:9][CH:10]=[CH2:11])[CH2:5][CH3:6])(=[O:26])=[O:25])=[CH:20][CH:19]=1. (4) Given the reactants C(O)C(O)C[O:4][CH2:5][CH:6]([OH:9])[CH2:7][OH:8].[C:12]([OH:22])(=[O:21])[CH2:13][CH2:14][CH2:15][CH2:16][CH2:17][CH:18]([CH3:20])[CH3:19].O, predict the reaction product. The product is: [C:12]([OH:22])(=[O:21])[CH2:13][CH2:14][CH2:15][CH2:16][CH2:17][CH:18]([CH3:19])[CH3:20].[OH:4][CH2:5][CH:6]([CH2:7][OH:8])[OH:9].[OH:4][CH2:5][CH:6]([CH2:7][OH:8])[OH:9]. (5) Given the reactants CS(O[CH2:6][C:7]1[N:12]=[CH:11][C:10]2[N:13]=[CH:14][N:15]([C:16]3[S:17][C:18]([C:31](=[O:33])[NH2:32])=[C:19]([O:21][C@@H:22]([C:24]4[CH:29]=[CH:28][CH:27]=[CH:26][C:25]=4[F:30])[CH3:23])[CH:20]=3)[C:9]=2[CH:8]=1)(=O)=O.[CH3:34][N:35]([CH3:44])[CH2:36][CH2:37][N:38]1[CH2:43][CH2:42][NH:41][CH2:40][CH2:39]1, predict the reaction product. The product is: [CH3:34][N:35]([CH3:44])[CH2:36][CH2:37][N:38]1[CH2:43][CH2:42][N:41]([CH2:6][C:7]2[N:12]=[CH:11][C:10]3[N:13]=[CH:14][N:15]([C:16]4[S:17][C:18]([C:31]([NH2:32])=[O:33])=[C:19]([O:21][C@@H:22]([C:24]5[CH:29]=[CH:28][CH:27]=[CH:26][C:25]=5[F:30])[CH3:23])[CH:20]=4)[C:9]=3[CH:8]=2)[CH2:40][CH2:39]1. (6) Given the reactants [CH3:1][C:2]1[C:7](B2OC(C)(C)C(C)(C)O2)=[CH:6][CH:5]=[CH:4][C:3]=1[NH:17][S:18]([CH3:21])(=[O:20])=[O:19].Br[CH:23]=[C:24]1[C:30]2[CH:31]=[CH:32][CH:33]=[CH:34][C:29]=2[CH2:28][CH2:27][C:26]2[CH:35]=[CH:36][CH:37]=[CH:38][C:25]1=2, predict the reaction product. The product is: [CH:35]1[C:26]2[CH2:27][CH2:28][C:29]3[CH:34]=[CH:33][CH:32]=[CH:31][C:30]=3[C:24](=[CH:23][C:7]3[C:2]([CH3:1])=[C:3]([NH:17][S:18]([CH3:21])(=[O:19])=[O:20])[CH:4]=[CH:5][CH:6]=3)[C:25]=2[CH:38]=[CH:37][CH:36]=1. (7) Given the reactants [Cl:1][C:2]1[CH:3]=[C:4]([OH:12])[CH:5]=[N:6][C:7]=1[O:8][CH:9]([CH3:11])[CH3:10].[F:13][C:14]1[CH:22]=[C:21](F)[C:20]([F:24])=[CH:19][C:15]=1[C:16]([OH:18])=[O:17], predict the reaction product. The product is: [Cl:1][C:2]1[CH:3]=[C:4]([O:12][C:21]2[C:20]([F:24])=[CH:19][C:15]([C:16]([OH:18])=[O:17])=[C:14]([F:13])[CH:22]=2)[CH:5]=[N:6][C:7]=1[O:8][CH:9]([CH3:10])[CH3:11]. (8) Given the reactants [N:1]1[C:10]2[C:5](=[CH:6][C:7]([C:11]([O:13][CH3:14])=[O:12])=[CH:8][CH:9]=2)[CH:4]=[CH:3][CH:2]=1.C1C=C(Cl)C=C(C(OO)=[O:23])C=1.C([O-])(O)=O.[Na+], predict the reaction product. The product is: [CH3:14][O:13][C:11]([C:7]1[CH:6]=[C:5]2[C:10](=[CH:9][CH:8]=1)[N+:1]([O-:23])=[CH:2][CH:3]=[CH:4]2)=[O:12]. (9) Given the reactants [CH2:1]([CH:4]1[CH2:8][CH:7]([O:9][CH2:10][C:11]2[CH:16]=[CH:15][CH:14]=[CH:13][CH:12]=2)[CH2:6][O:5]1)[CH:2]=C.I([O-])(=O)(=O)=[O:18].[Na+].C(OCC)(=O)C.CCCCCC, predict the reaction product. The product is: [CH2:10]([O:9][CH:7]1[CH2:6][O:5][CH:4]([CH2:1][CH:2]=[O:18])[CH2:8]1)[C:11]1[CH:16]=[CH:15][CH:14]=[CH:13][CH:12]=1.